This data is from Full USPTO retrosynthesis dataset with 1.9M reactions from patents (1976-2016). The task is: Predict the reactants needed to synthesize the given product. (1) Given the product [ClH:14].[N:19]12[CH2:24][CH2:23][CH:22]([CH2:21][CH2:20]1)[C@@H:17]([NH:16][C:9]([C:7]1[S:8][C:4]3[CH:3]=[C:2]([Br:1])[CH:13]=[CH:12][C:5]=3[CH:6]=1)=[O:11])[CH2:18]2, predict the reactants needed to synthesize it. The reactants are: [Br:1][C:2]1[CH:13]=[CH:12][C:5]2[CH:6]=[C:7]([C:9]([OH:11])=O)[S:8][C:4]=2[CH:3]=1.[ClH:14].Cl.[NH2:16][C@@H:17]1[CH:22]2[CH2:23][CH2:24][N:19]([CH2:20][CH2:21]2)[CH2:18]1.CN(C(ON1N=NC2C=CC=NC1=2)=[N+](C)C)C.F[P-](F)(F)(F)(F)F.C(N(CC)C(C)C)(C)C. (2) Given the product [CH:2]1([C:5]2[N:6]=[CH:7][C:8]([O:11][C@H:12]3[CH2:22][N:15]4[C:16](=[O:21])[CH2:17][CH2:18][N:19]([C:24]5[CH:29]=[CH:28][C:27]([C:30]([F:33])([F:32])[F:31])=[CH:26][N:25]=5)[CH2:20][C@H:14]4[CH2:13]3)=[N:9][CH:10]=2)[CH2:4][CH2:3]1, predict the reactants needed to synthesize it. The reactants are: Cl.[CH:2]1([C:5]2[N:6]=[CH:7][C:8]([O:11][C@H:12]3[CH2:22][N:15]4[C:16](=[O:21])[CH2:17][CH2:18][NH:19][CH2:20][C@H:14]4[CH2:13]3)=[N:9][CH:10]=2)[CH2:4][CH2:3]1.Cl[C:24]1[CH:29]=[CH:28][C:27]([C:30]([F:33])([F:32])[F:31])=[CH:26][N:25]=1.C(=O)([O-])[O-].[Na+].[Na+]. (3) Given the product [N:1]1([C:8]([O:10][C:11]([CH3:14])([CH3:13])[CH3:12])=[O:9])[CH2:7][CH2:6][C@H:2]1[C:3]([O:5][N:16]1[C:21](=[O:22])[CH2:20][CH2:19][C:17]1=[O:18])=[O:4], predict the reactants needed to synthesize it. The reactants are: [N:1]1([C:8]([O:10][C:11]([CH3:14])([CH3:13])[CH3:12])=[O:9])[CH2:7][CH2:6][C@H:2]1[C:3]([OH:5])=[O:4].O[N:16]1[C:21](=[O:22])[CH2:20][CH2:19][C:17]1=[O:18].C(Cl)CCl. (4) Given the product [Br:1][C:2]1[N:3]=[C:4]([C@H:12]2[CH2:17][CH2:16][C@H:15]([CH2:18][NH:19][C:27](=[O:29])[CH3:28])[CH2:14][CH2:13]2)[N:5]2[CH:10]=[CH:9][N:8]=[C:7]([CH3:11])[C:6]=12, predict the reactants needed to synthesize it. The reactants are: [Br:1][C:2]1[N:3]=[C:4]([C@H:12]2[CH2:17][CH2:16][C@H:15]([CH2:18][NH2:19])[CH2:14][CH2:13]2)[N:5]2[CH:10]=[CH:9][N:8]=[C:7]([CH3:11])[C:6]=12.C(N(CC)CC)C.[C:27](Cl)(=[O:29])[CH3:28].O. (5) Given the product [CH3:6][O:7][C:8]([C:10]1[CH:11]=[CH:12][N:13]2[C:17]([CH:18]=1)=[C:16]([C:19]1[CH:24]=[CH:23][CH:22]=[CH:21][CH:20]=1)[C:15]([CH2:25][C:26]1[CH:31]=[CH:30][CH:29]=[C:28]([F:32])[C:27]=1[CH3:33])=[C:14]2[CH:34]=[O:36])=[O:9], predict the reactants needed to synthesize it. The reactants are: P(Cl)(Cl)(Cl)=O.[CH3:6][O:7][C:8]([C:10]1[CH:11]=[CH:12][N:13]2[C:17]([CH:18]=1)=[C:16]([C:19]1[CH:24]=[CH:23][CH:22]=[CH:21][CH:20]=1)[C:15]([CH2:25][C:26]1[CH:31]=[CH:30][CH:29]=[C:28]([F:32])[C:27]=1[CH3:33])=[CH:14]2)=[O:9].[C:34]([O-])(=[O:36])C.[Na+]. (6) The reactants are: [O:1]=[S:2]1(=[O:50])[CH2:7][CH2:6][N:5]([CH2:8][C:9]([NH:11][C:12]23[CH2:46][CH2:45][C@@H:44]([CH:47]([CH3:49])[CH3:48])[C@@H:13]2[C@@H:14]2[C@@:27]([CH3:30])([CH2:28][CH2:29]3)[C@@:26]3([CH3:31])[C@@H:17]([C@:18]4([CH3:43])[C@@H:23]([CH2:24][CH2:25]3)[C:22]([CH3:33])([CH3:32])[C@@H:21]([C:34]3[CH:42]=[CH:41][C:37]([C:38]([O-:40])=[O:39])=[CH:36][CH:35]=3)[CH2:20][CH2:19]4)[CH2:16][CH2:15]2)=[O:10])[CH2:4][CH2:3]1.[C:51]([OH:57])([C:53]([F:56])([F:55])[F:54])=[O:52].O.[OH-].[Li+]. Given the product [O:50]=[S:2]1(=[O:1])[CH2:7][CH2:6][N:5]([CH2:8][C:9]([NH:11][C@:12]23[CH2:46][CH2:45][C@@H:44]([CH:47]([CH3:48])[CH3:49])[C@@H:13]2[C@@H:14]2[C@@:27]([CH3:30])([CH2:28][CH2:29]3)[C@@:26]3([CH3:31])[C@@H:17]([C@:18]4([CH3:43])[C@@H:23]([CH2:24][CH2:25]3)[C:22]([CH3:33])([CH3:32])[C@@H:21]([C:34]3[CH:35]=[CH:36][C:37]([C:38]([OH:40])=[O:39])=[CH:41][CH:42]=3)[CH2:20][CH2:19]4)[CH2:16][CH2:15]2)=[O:10])[CH2:4][CH2:3]1.[C:51]([OH:57])([C:53]([F:56])([F:55])[F:54])=[O:52], predict the reactants needed to synthesize it. (7) Given the product [F:2][C:3]1[CH:8]=[CH:7][C:6]([NH:9][C:10]2[CH:15]=[CH:14][N:13]=[C:12]([NH:16][C:17]3[CH:22]=[CH:21][C:20]([S:23]([N:29]([CH2:27][CH3:28])[CH:30]4[CH2:35][CH2:34][N:33]([CH3:36])[CH2:32][CH2:31]4)(=[O:25])=[O:24])=[CH:19][CH:18]=3)[N:11]=2)=[CH:5][CH:4]=1, predict the reactants needed to synthesize it. The reactants are: Cl.[F:2][C:3]1[CH:8]=[CH:7][C:6]([NH:9][C:10]2[CH:15]=[CH:14][N:13]=[C:12]([NH:16][C:17]3[CH:22]=[CH:21][C:20]([S:23](Cl)(=[O:25])=[O:24])=[CH:19][CH:18]=3)[N:11]=2)=[CH:5][CH:4]=1.[CH2:27]([NH:29][CH:30]1[CH2:35][CH2:34][N:33]([CH3:36])[CH2:32][CH2:31]1)[CH3:28]. (8) Given the product [OH:26][CH2:25][C:6]1[N:7]([CH2:18][C:19]2[CH:20]=[CH:21][N:22]=[CH:23][CH:24]=2)[C:8]([S:9][C:10]2[CH:11]=[C:12]([OH:16])[CH:13]=[CH:14][CH:15]=2)=[C:4]([CH:1]([CH3:3])[CH3:2])[N:5]=1, predict the reactants needed to synthesize it. The reactants are: [CH:1]([C:4]1[N:5]=[C:6]([CH2:25][OH:26])[N:7]([CH2:18][C:19]2[CH:24]=[CH:23][N:22]=[CH:21][CH:20]=2)[C:8]=1[S:9][C:10]1[CH:15]=[CH:14][CH:13]=[C:12]([O:16]C)[CH:11]=1)([CH3:3])[CH3:2].B(Br)(Br)Br. (9) Given the product [F:26][C:25]1[CH:24]=[CH:23][C:10]([CH2:11][C:12]2[C:21]3[C:16](=[CH:17][CH:18]=[CH:19][CH:20]=3)[C:15](=[O:22])[NH:14][N:13]=2)=[CH:9][C:8]=1[C:6]([N:4]1[CH2:3][CH:2]([NH:1][CH:27]([CH2:28][CH3:29])[C:35]#[N:36])[CH2:5]1)=[O:7], predict the reactants needed to synthesize it. The reactants are: [NH2:1][CH:2]1[CH2:5][N:4]([C:6]([C:8]2[CH:9]=[C:10]([CH:23]=[CH:24][C:25]=2[F:26])[CH2:11][C:12]2[C:21]3[C:16](=[CH:17][CH:18]=[CH:19][CH:20]=3)[C:15](=[O:22])[NH:14][N:13]=2)=[O:7])[CH2:3]1.[CH:27](=O)[CH2:28][CH3:29].C[Si]([C:35]#[N:36])(C)C. (10) Given the product [C:1]([O:5][C:6]([NH:8][C@@:9]12[CH2:16][CH2:15][C:14]([F:17])([F:18])[C@@H:13]1[CH2:12][N:11]([C:19]1[C:28]([CH3:29])=[C:27]3[C:22]([C:23](=[O:39])[C:24]([C:34]([OH:36])=[O:35])=[CH:25][N:26]3[C@@H:30]3[CH2:32][C@@H:31]3[F:33])=[CH:21][C:20]=1[F:40])[CH2:10]2)=[O:7])([CH3:4])([CH3:2])[CH3:3], predict the reactants needed to synthesize it. The reactants are: [C:1]([O:5][C:6]([NH:8][C@@:9]12[CH2:16][CH2:15][C:14]([F:18])([F:17])[C@@H:13]1[CH2:12][N:11]([C:19]1[C:28]([CH3:29])=[C:27]3[C:22]([C:23](=[O:39])[C:24]([C:34]([O:36]CC)=[O:35])=[CH:25][N:26]3[C@@H:30]3[CH2:32][C@@H:31]3[F:33])=[CH:21][C:20]=1[F:40])[CH2:10]2)=[O:7])([CH3:4])([CH3:3])[CH3:2].[OH-].[Na+].C(O)(=O)CC(CC(O)=O)(C(O)=O)O.